Dataset: Forward reaction prediction with 1.9M reactions from USPTO patents (1976-2016). Task: Predict the product of the given reaction. Given the reactants [N+:1]([C:4]1[C:5]([CH3:19])=[C:6]([CH:15]=[CH:16][C:17]=1[CH3:18])[CH2:7][NH:8][C:9](=[O:14])[C:10]([CH3:13])([CH3:12])[CH3:11])([O-])=O, predict the reaction product. The product is: [NH2:1][C:4]1[C:5]([CH3:19])=[C:6]([CH:15]=[CH:16][C:17]=1[CH3:18])[CH2:7][NH:8][C:9](=[O:14])[C:10]([CH3:13])([CH3:12])[CH3:11].